This data is from Catalyst prediction with 721,799 reactions and 888 catalyst types from USPTO. The task is: Predict which catalyst facilitates the given reaction. Reactant: [O:1]=[C:2]1[CH:11]=[CH:10][C:9]2[C:4](=[CH:5][C:6]([C:12]#[N:13])=[CH:7][CH:8]=2)[NH:3]1.[H-].[Na+].[N+:16]([C:19]1[CH:24]=[CH:23][CH:22]=[CH:21][C:20]=1[S:25]([N:28]1[CH2:30][CH:29]1[C@H:31]1[CH2:36][CH2:35][C@H:34]([NH:37][C:38](=[O:44])[O:39][C:40]([CH3:43])([CH3:42])[CH3:41])[CH2:33][CH2:32]1)(=[O:27])=[O:26])([O-:18])=[O:17]. Product: [C:40]([O:39][C:38](=[O:44])[NH:37][C@H:34]1[CH2:35][CH2:36][C@H:31]([CH:29]([NH:28][S:25]([C:20]2[CH:21]=[CH:22][CH:23]=[CH:24][C:19]=2[N+:16]([O-:18])=[O:17])(=[O:26])=[O:27])[CH2:30][N:3]2[C:4]3[C:9](=[CH:8][CH:7]=[C:6]([C:12]#[N:13])[CH:5]=3)[CH:10]=[CH:11][C:2]2=[O:1])[CH2:32][CH2:33]1)([CH3:41])([CH3:42])[CH3:43]. The catalyst class is: 18.